This data is from Catalyst prediction with 721,799 reactions and 888 catalyst types from USPTO. The task is: Predict which catalyst facilitates the given reaction. (1) Reactant: [CH3:1][C:2]1[CH:7]=[C:6]([O:8][C@H:9]2[CH2:13][CH2:12][O:11][CH2:10]2)[CH:5]=[C:4]([CH3:14])[C:3]=1[C:15]1[CH:20]=[CH:19][CH:18]=[C:17]([CH2:21][O:22][C:23]2[CH:36]=[CH:35][C:26]3[C@H:27]([CH2:30][C:31]([O:33]C)=[O:32])[CH2:28][O:29][C:25]=3[CH:24]=2)[CH:16]=1.[OH-].[Na+]. Product: [CH3:14][C:4]1[CH:5]=[C:6]([O:8][C@H:9]2[CH2:13][CH2:12][O:11][CH2:10]2)[CH:7]=[C:2]([CH3:1])[C:3]=1[C:15]1[CH:20]=[CH:19][CH:18]=[C:17]([CH2:21][O:22][C:23]2[CH:36]=[CH:35][C:26]3[C@H:27]([CH2:30][C:31]([OH:33])=[O:32])[CH2:28][O:29][C:25]=3[CH:24]=2)[CH:16]=1. The catalyst class is: 5. (2) The catalyst class is: 7. Reactant: [NH2:1][C:2]1[CH:3]=[C:4]2[C:8](=[CH:9][CH:10]=1)[N:7](C(OC(C)(C)C)=O)[N:6]=[C:5]2[C:18]1[CH:23]=[CH:22][CH:21]=[C:20]([F:24])[CH:19]=1.C(N(CC)CC)C.Cl.[C:33](Cl)(=[O:40])[C:34]1[CH:39]=[CH:38][CH:37]=[N:36][CH:35]=1.Cl. Product: [F:24][C:20]1[CH:19]=[C:18]([C:5]2[C:4]3[C:8](=[CH:9][CH:10]=[C:2]([NH:1][C:33](=[O:40])[C:34]4[CH:39]=[CH:38][CH:37]=[N:36][CH:35]=4)[CH:3]=3)[NH:7][N:6]=2)[CH:23]=[CH:22][CH:21]=1. (3) Reactant: [NH2:1][CH2:2][C@@H:3]([NH:12][C:13](=[O:22])[O:14][CH2:15][C:16]1[CH:21]=[CH:20][CH:19]=[CH:18][CH:17]=1)[C:4]([N:6]1[CH2:11][CH2:10][O:9][CH2:8][CH2:7]1)=[O:5].Br[C:24]([C:33]1[CH:38]=[CH:37][CH:36]=[CH:35][CH:34]=1)=[C:25]([N+:31]#[C-:32])[C:26]([O:28][CH2:29][CH3:30])=[O:27].C(N(CC)CC)C.C(=O)(O)[O-].[Na+]. Product: [CH2:15]([O:14][C:13]([NH:12][C@@H:3]([C:4]([N:6]1[CH2:11][CH2:10][O:9][CH2:8][CH2:7]1)=[O:5])[CH2:2][N:1]1[C:24]([C:33]2[CH:34]=[CH:35][CH:36]=[CH:37][CH:38]=2)=[C:25]([C:26]([O:28][CH2:29][CH3:30])=[O:27])[N:31]=[CH:32]1)=[O:22])[C:16]1[CH:21]=[CH:20][CH:19]=[CH:18][CH:17]=1. The catalyst class is: 3. (4) Reactant: C(OC(C)(C)C)(=[O:4])NN.[C:10]([N:13]1[C:21]2[C:16](=[CH:17][C:18]([C:22](Cl)=[O:23])=[CH:19][CH:20]=2)[C:15]([C:25]2[CH:30]=[CH:29][C:28]([F:31])=[CH:27][CH:26]=2)=[N:14]1)(=[O:12])[CH3:11]. Product: [C:10]([N:13]1[C:21]2[C:16](=[CH:17][C:18]([C:22]([OH:4])=[O:23])=[CH:19][CH:20]=2)[C:15]([C:25]2[CH:30]=[CH:29][C:28]([F:31])=[CH:27][CH:26]=2)=[N:14]1)(=[O:12])[CH3:11]. The catalyst class is: 17. (5) Reactant: [CH3:1][O:2][C:3]1[CH:4]=[C:5]([CH2:16][C:17]([OH:19])=O)[CH:6]=[CH:7][C:8]=1[C:9]1[CH:14]=[CH:13][N:12]=[C:11]([CH3:15])[CH:10]=1.[NH2:20][C:21]1[N:26]=[CH:25][C:24]([N:27]2[CH2:32][CH2:31][N:30]([C:33](=[O:35])[CH3:34])[CH2:29][CH2:28]2)=[CH:23][CH:22]=1.CN(C(ON1N=NC2C=CC=NC1=2)=[N+](C)C)C.F[P-](F)(F)(F)(F)F.CCN(C(C)C)C(C)C. Product: [C:33]([N:30]1[CH2:29][CH2:28][N:27]([C:24]2[CH:23]=[CH:22][C:21]([NH:20][C:17](=[O:19])[CH2:16][C:5]3[CH:6]=[CH:7][C:8]([C:9]4[CH:14]=[CH:13][N:12]=[C:11]([CH3:15])[CH:10]=4)=[C:3]([O:2][CH3:1])[CH:4]=3)=[N:26][CH:25]=2)[CH2:32][CH2:31]1)(=[O:35])[CH3:34]. The catalyst class is: 623. (6) Reactant: [CH2:1]([O:8][C:9]1[CH:22]=[C:21]([O:23][CH2:24][C:25]2[CH:30]=[CH:29][CH:28]=[CH:27][CH:26]=2)[C:20]([Br:31])=[CH:19][C:10]=1[C:11]([NH:13][CH2:14][CH2:15][CH2:16][O:17][CH3:18])=O)[C:2]1[CH:7]=[CH:6][CH:5]=[CH:4][CH:3]=1.P(Cl)(Cl)(Cl)(Cl)Cl.[Si]([N:42]=[N+:43]=[N-:44])(C)(C)C. Product: [CH2:1]([O:8][C:9]1[CH:22]=[C:21]([O:23][CH2:24][C:25]2[CH:30]=[CH:29][CH:28]=[CH:27][CH:26]=2)[C:20]([Br:31])=[CH:19][C:10]=1[C:11]1[N:13]([CH2:14][CH2:15][CH2:16][O:17][CH3:18])[N:44]=[N:43][N:42]=1)[C:2]1[CH:7]=[CH:6][CH:5]=[CH:4][CH:3]=1. The catalyst class is: 4.